From a dataset of Catalyst prediction with 721,799 reactions and 888 catalyst types from USPTO. Predict which catalyst facilitates the given reaction. (1) Reactant: [NH2:1][C:2]1[N:7]=[CH:6][C:5]([CH2:8][CH:9]([C:15]2[N:16]=[CH:17][NH:18][CH:19]=2)[C:10]([O:12][CH2:13][CH3:14])=[O:11])=[CH:4][CH:3]=1.[H-].[Na+].Br[CH:23]1[CH2:27][CH2:26][N:25]([C:28]2[CH:33]=[CH:32][CH:31]=[CH:30][CH:29]=2)[C:24]1=[O:34].O. Product: [NH2:1][C:2]1[N:7]=[CH:6][C:5]([CH2:8][CH:9]([C:15]2[N:16]=[CH:17][N:18]([CH:23]3[CH2:27][CH2:26][N:25]([C:28]4[CH:29]=[CH:30][CH:31]=[CH:32][CH:33]=4)[C:24]3=[O:34])[CH:19]=2)[C:10]([O:12][CH2:13][CH3:14])=[O:11])=[CH:4][CH:3]=1. The catalyst class is: 3. (2) Reactant: C(N1C=CN=C1)(N1C=CN=C1)=O.[F:13][C:14]1[CH:15]=[C:16]([NH2:24])[C:17](=[CH:21][C:22]=1[F:23])[C:18]([OH:20])=O.Cl.[CH2:26]([O:29][NH2:30])[CH:27]=[CH2:28].C(N(CC)CC)C. Product: [NH2:24][C:16]1[CH:15]=[C:14]([F:13])[C:22]([F:23])=[CH:21][C:17]=1[C:18]([NH:30][O:29][CH2:26][CH:27]=[CH2:28])=[O:20]. The catalyst class is: 1. (3) Reactant: Cl[C:2]1[C:3]2[N:4]([C:8]([C:11]3[CH:16]=[CH:15][CH:14]=[CH:13][CH:12]=3)=[N:9][N:10]=2)[CH:5]=[CH:6][N:7]=1.[H][H]. Product: [C:11]1([C:8]2[N:4]3[CH2:5][CH2:6][NH:7][CH2:2][C:3]3=[N:10][N:9]=2)[CH:12]=[CH:13][CH:14]=[CH:15][CH:16]=1. The catalyst class is: 50.